This data is from Reaction yield outcomes from USPTO patents with 853,638 reactions. The task is: Predict the reaction yield, written as a fraction of the theoretical maximum amount of product (1.0 means a 100% yield; for example, 0.34 means a 34% yield). (1) The reactants are [CH3:1][C:2]([CH3:30])([CH3:29])[C:3]([O:5][C:6]1[CH:11]=[CH:10][C:9]([C:12]([O:14]CC2C=CC=CC=2)=[O:13])=[C:8]([O:22][C:23](=[O:28])[C:24]([CH3:27])([CH3:26])[CH3:25])[CH:7]=1)=[O:4]. The yield is 0.870. The product is [C:23]([O:22][C:8]1[CH:7]=[C:6]([O:5][C:3](=[O:4])[C:2]([CH3:30])([CH3:29])[CH3:1])[CH:11]=[CH:10][C:9]=1[C:12]([OH:14])=[O:13])(=[O:28])[C:24]([CH3:27])([CH3:26])[CH3:25]. The catalyst is CCOC(C)=O. (2) The reactants are Br[C:2]1[S:6][C:5]([C:7]2[N:11]3[N:12]=[C:13]([CH3:21])[CH:14]=[C:15]([CH:16]([CH2:19][CH3:20])[CH2:17][CH3:18])[C:10]3=[N:9][C:8]=2[CH3:22])=[C:4]([Cl:23])[CH:3]=1.[Br-].[N:25]1[CH:30]=[CH:29][CH:28]=[CH:27][C:26]=1[Zn+]. The catalyst is CCOC(C)=O.C1C=CC(P(C2C=CC=CC=2)[C-]2C=CC=C2)=CC=1.C1C=CC(P(C2C=CC=CC=2)[C-]2C=CC=C2)=CC=1.Cl[Pd]Cl.[Fe+2]. The product is [Cl:23][C:4]1[CH:3]=[C:2]([C:26]2[CH:27]=[CH:28][CH:29]=[CH:30][N:25]=2)[S:6][C:5]=1[C:7]1[N:11]2[N:12]=[C:13]([CH3:21])[CH:14]=[C:15]([CH:16]([CH2:19][CH3:20])[CH2:17][CH3:18])[C:10]2=[N:9][C:8]=1[CH3:22]. The yield is 0.600. (3) The reactants are [OH:1][C@H:2]1[CH2:6][CH2:5][NH:4][C@@H:3]1[C:7]([OH:9])=[O:8].C(N(C(C)C)CC)(C)C.[C:19]([O:23][C:24](O[C:24]([O:23][C:19]([CH3:22])([CH3:21])[CH3:20])=[O:25])=[O:25])([CH3:22])([CH3:21])[CH3:20]. The catalyst is CO. The product is [C:19]([O:23][C:24]([N:4]1[CH2:5][CH2:6][C@H:2]([OH:1])[C@H:3]1[C:7]([OH:9])=[O:8])=[O:25])([CH3:22])([CH3:21])[CH3:20]. The yield is 0.900. (4) The reactants are [F:1][C:2]1([F:44])[CH2:7][C@H:6]([O:8][C:9]2[CH:14]=[C:13]([F:15])[C:12]([S:16]([N:19](CC3C=CC(OC)=CC=3OC)[C:20]3[CH:25]=[CH:24][N:23]=[CH:22][N:21]=3)(=[O:18])=[O:17])=[C:11]([F:37])[CH:10]=2)[C@@H:5]([C:38]2[N:42]([CH3:43])[N:41]=[CH:40][CH:39]=2)[CH2:4][CH2:3]1.C([SiH](CC)CC)C.FC(F)(F)C(O)=O. The catalyst is ClCCl. The product is [F:44][C:2]1([F:1])[CH2:7][C@H:6]([O:8][C:9]2[CH:14]=[C:13]([F:15])[C:12]([S:16]([NH:19][C:20]3[CH:25]=[CH:24][N:23]=[CH:22][N:21]=3)(=[O:17])=[O:18])=[C:11]([F:37])[CH:10]=2)[C@@H:5]([C:38]2[N:42]([CH3:43])[N:41]=[CH:40][CH:39]=2)[CH2:4][CH2:3]1. The yield is 0.490.